Dataset: NCI-60 drug combinations with 297,098 pairs across 59 cell lines. Task: Regression. Given two drug SMILES strings and cell line genomic features, predict the synergy score measuring deviation from expected non-interaction effect. (1) Drug 1: CC1OCC2C(O1)C(C(C(O2)OC3C4COC(=O)C4C(C5=CC6=C(C=C35)OCO6)C7=CC(=C(C(=C7)OC)O)OC)O)O. Cell line: TK-10. Drug 2: CC1=C(N=C(N=C1N)C(CC(=O)N)NCC(C(=O)N)N)C(=O)NC(C(C2=CN=CN2)OC3C(C(C(C(O3)CO)O)O)OC4C(C(C(C(O4)CO)O)OC(=O)N)O)C(=O)NC(C)C(C(C)C(=O)NC(C(C)O)C(=O)NCCC5=NC(=CS5)C6=NC(=CS6)C(=O)NCCC[S+](C)C)O. Synergy scores: CSS=22.4, Synergy_ZIP=-6.61, Synergy_Bliss=1.91, Synergy_Loewe=3.27, Synergy_HSA=3.85. (2) Drug 1: C1=NC2=C(N=C(N=C2N1C3C(C(C(O3)CO)O)O)F)N. Drug 2: CC1=C2C(C(=O)C3(C(CC4C(C3C(C(C2(C)C)(CC1OC(=O)C(C(C5=CC=CC=C5)NC(=O)OC(C)(C)C)O)O)OC(=O)C6=CC=CC=C6)(CO4)OC(=O)C)O)C)O. Cell line: OVCAR-8. Synergy scores: CSS=31.9, Synergy_ZIP=-2.20, Synergy_Bliss=-1.28, Synergy_Loewe=0.645, Synergy_HSA=-1.33. (3) Drug 1: C1=NC2=C(N1)C(=S)N=C(N2)N. Drug 2: C1=NC2=C(N1)C(=S)N=CN2. Cell line: HCT116. Synergy scores: CSS=58.0, Synergy_ZIP=-4.11, Synergy_Bliss=-5.42, Synergy_Loewe=-2.81, Synergy_HSA=-0.198. (4) Drug 1: CNC(=O)C1=CC=CC=C1SC2=CC3=C(C=C2)C(=NN3)C=CC4=CC=CC=N4. Drug 2: CC1C(C(CC(O1)OC2CC(OC(C2O)C)OC3=CC4=CC5=C(C(=O)C(C(C5)C(C(=O)C(C(C)O)O)OC)OC6CC(C(C(O6)C)O)OC7CC(C(C(O7)C)O)OC8CC(C(C(O8)C)O)(C)O)C(=C4C(=C3C)O)O)O)O. Cell line: HOP-62. Synergy scores: CSS=-2.48, Synergy_ZIP=1.66, Synergy_Bliss=-1.33, Synergy_Loewe=-3.23, Synergy_HSA=-4.21. (5) Drug 2: COC1=C2C(=CC3=C1OC=C3)C=CC(=O)O2. Cell line: SF-539. Drug 1: C1=CC=C(C=C1)NC(=O)CCCCCCC(=O)NO. Synergy scores: CSS=5.62, Synergy_ZIP=-4.69, Synergy_Bliss=-1.30, Synergy_Loewe=-12.5, Synergy_HSA=-2.54. (6) Drug 1: CC1=C2C(C(=O)C3(C(CC4C(C3C(C(C2(C)C)(CC1OC(=O)C(C(C5=CC=CC=C5)NC(=O)OC(C)(C)C)O)O)OC(=O)C6=CC=CC=C6)(CO4)OC(=O)C)OC)C)OC. Drug 2: C1=C(C(=O)NC(=O)N1)N(CCCl)CCCl. Cell line: OVCAR-8. Synergy scores: CSS=67.1, Synergy_ZIP=1.44, Synergy_Bliss=-1.51, Synergy_Loewe=-7.55, Synergy_HSA=2.17.